This data is from Catalyst prediction with 721,799 reactions and 888 catalyst types from USPTO. The task is: Predict which catalyst facilitates the given reaction. (1) Reactant: C(O)[C@H]1O[C@H](O[C@]2(CO)O[C@H](CO)[C@@H](O)[C@@H]2O)[C@H](O)[C@@H](O)[C@@H]1O.[CH2:24]([O:26][C:27]([CH:29]1[C:33](=[O:34])[CH2:32][N:31]([C:35](=[O:52])[CH2:36][CH2:37][CH2:38][CH2:39][CH2:40][NH:41][C:42]([O:44][CH2:45][C:46]2[CH:51]=[CH:50][CH:49]=[CH:48][CH:47]=2)=[O:43])[CH2:30]1)=[O:28])[CH3:25]. Product: [CH2:24]([O:26][C:27]([CH:29]1[CH:33]([OH:34])[CH2:32][N:31]([C:35](=[O:52])[CH2:36][CH2:37][CH2:38][CH2:39][CH2:40][NH:41][C:42]([O:44][CH2:45][C:46]2[CH:47]=[CH:48][CH:49]=[CH:50][CH:51]=2)=[O:43])[CH2:30]1)=[O:28])[CH3:25]. The catalyst class is: 6. (2) Reactant: [NH2:1][CH:2]1[CH:11]([CH2:12][C:13]2[CH:18]=[CH:17][CH:16]=[C:15]([F:19])[CH:14]=2)[C:10]2[CH:9]=[C:8]([CH2:20][CH2:21][CH2:22][NH:23][S:24]([CH2:27][CH2:28][CH3:29])(=[O:26])=[O:25])[CH:7]=[CH:6][C:5]=2[CH2:4][CH2:3]1.C(N(CC)CC)C.[C:37](Cl)(=[O:39])[CH3:38]. Product: [F:19][C:15]1[CH:14]=[C:13]([CH:18]=[CH:17][CH:16]=1)[CH2:12][CH:11]1[C:10]2[C:5](=[CH:6][CH:7]=[C:8]([CH2:20][CH2:21][CH2:22][NH:23][S:24]([CH2:27][CH2:28][CH3:29])(=[O:26])=[O:25])[CH:9]=2)[CH2:4][CH2:3][CH:2]1[NH:1][C:37](=[O:39])[CH3:38]. The catalyst class is: 4. (3) Reactant: [Cl:1][C:2]1[C:3]([C:16]2[CH:21]=[N:20][C:19]([Cl:22])=[C:18]([NH:23][CH2:24][CH:25]3[CH2:30][CH2:29][O:28][CH2:27][CH2:26]3)[N:17]=2)=[CH:4][C:5]([NH:8][C@H:9]2[CH2:14][CH2:13][C@H:12]([NH2:15])[CH2:11][CH2:10]2)=[N:6][CH:7]=1.C([O-])([O-])=O.[K+].[K+].Br[CH2:38][CH2:39][CH2:40][CH2:41]Br. Product: [Cl:22][C:19]1[C:18]([NH:23][CH2:24][CH:25]2[CH2:26][CH2:27][O:28][CH2:29][CH2:30]2)=[N:17][C:16]([C:3]2[C:2]([Cl:1])=[CH:7][N:6]=[C:5]([NH:8][C@H:9]3[CH2:14][CH2:13][C@H:12]([N:15]4[CH2:41][CH2:40][CH2:39][CH2:38]4)[CH2:11][CH2:10]3)[CH:4]=2)=[CH:21][N:20]=1. The catalyst class is: 3. (4) Reactant: [C@@H:1]1([N:10]2[C:19]3[N:18]=[CH:17][N:16]=[C:14]([NH2:15])[C:13]=3[N:12]=[CH:11]2)[O:9][C@H:6]([CH2:7][OH:8])[C@@H:4]([OH:5])[C@H:2]1[OH:3].CO[CH:22]1[CH2:26][CH2:25][CH:24](OC)O1. Product: [N:15]1([C:14]2[N:16]=[CH:17][N:18]=[C:19]3[C:13]=2[N:12]=[CH:11][N:10]3[C@@H:1]2[O:9][C@H:6]([CH2:7][OH:8])[C@@H:4]([OH:5])[C@H:2]2[OH:3])[CH:22]=[CH:26][CH:25]=[CH:24]1. The catalyst class is: 15. (5) Reactant: [C:1](Cl)(=[O:5])[C:2](Cl)=[O:3].[NH2:7][C:8]1[CH:17]=[CH:16][C:11]2[N:12]=[C:13]([CH3:15])[S:14][C:10]=2[CH:9]=1.C([N:20]([CH2:23][CH3:24])[CH2:21][CH3:22])C. Product: [CH3:15][C:13]1[S:14][C:10]2[CH:9]=[C:8]([NH:7][C:2]([C:1]([NH:7][C:8]3[CH:17]=[CH:24][C:23]4[N:20]=[C:21]([CH3:22])[S:14][C:10]=4[CH:9]=3)=[O:5])=[O:3])[CH:17]=[CH:16][C:11]=2[N:12]=1. The catalyst class is: 12. (6) Reactant: [Br:1][C:2]1[C:11]2[C:6](=[CH:7][C:8]([C:12]#[N:13])=[CH:9][CH:10]=2)[CH:5]=[CH:4][C:3]=1[NH:14][C:15](=[O:21])[O:16][C:17]([CH3:20])([CH3:19])[CH3:18].[H-].[Na+].[Cl:24][CH:25]=[CH:26][CH2:27]Cl. Product: [Br:1][C:2]1[C:11]2[C:6](=[CH:7][C:8]([C:12]#[N:13])=[CH:9][CH:10]=2)[CH:5]=[CH:4][C:3]=1[N:14]([CH2:27][CH:26]=[CH:25][Cl:24])[C:15](=[O:21])[O:16][C:17]([CH3:18])([CH3:20])[CH3:19]. The catalyst class is: 18. (7) Reactant: ClN1C(=O)CCC1=O.[N:9]1([C:14]2[C:23]3[C:18](=[CH:19][CH:20]=[CH:21][CH:22]=3)[C:17]([CH:24]=[N:25][OH:26])=[CH:16][CH:15]=2)[CH:13]=[N:12][CH:11]=[N:10]1.[Cl:27][C:28]1[CH:33]=[C:32]([C:34]([C:36]([F:39])([F:38])[F:37])=[CH2:35])[CH:31]=[C:30]([Cl:40])[CH:29]=1.C(N(CC)CC)C. The catalyst class is: 18. Product: [Cl:27][C:28]1[CH:33]=[C:32]([C:34]2([C:36]([F:39])([F:37])[F:38])[O:26][N:25]=[C:24]([C:17]3[C:18]4[C:23](=[CH:22][CH:21]=[CH:20][CH:19]=4)[C:14]([N:9]4[CH:13]=[N:12][CH:11]=[N:10]4)=[CH:15][CH:16]=3)[CH2:35]2)[CH:31]=[C:30]([Cl:40])[CH:29]=1. (8) Reactant: I[C:2]1[CH:7]=[C:6]([N+:8]([O-:10])=[O:9])[CH:5]=[C:4]([CH3:11])[C:3]=1[NH2:12].[CH3:13][Si:14]([C:17]#[CH:18])([CH3:16])[CH3:15].C(N(CC)CC)C. Product: [CH3:11][C:4]1[CH:5]=[C:6]([N+:8]([O-:10])=[O:9])[CH:7]=[C:2]([C:18]#[C:17][Si:14]([CH3:16])([CH3:15])[CH3:13])[C:3]=1[NH2:12]. The catalyst class is: 305.